From a dataset of NCI-60 drug combinations with 297,098 pairs across 59 cell lines. Regression. Given two drug SMILES strings and cell line genomic features, predict the synergy score measuring deviation from expected non-interaction effect. (1) Drug 1: CC(CN1CC(=O)NC(=O)C1)N2CC(=O)NC(=O)C2. Drug 2: CC1=C2C(C(=O)C3(C(CC4C(C3C(C(C2(C)C)(CC1OC(=O)C(C(C5=CC=CC=C5)NC(=O)OC(C)(C)C)O)O)OC(=O)C6=CC=CC=C6)(CO4)OC(=O)C)O)C)O. Cell line: BT-549. Synergy scores: CSS=16.0, Synergy_ZIP=-8.29, Synergy_Bliss=-5.91, Synergy_Loewe=-25.1, Synergy_HSA=-3.99. (2) Drug 1: CN1C2=C(C=C(C=C2)N(CCCl)CCCl)N=C1CCCC(=O)O.Cl. Drug 2: COC1=NC(=NC2=C1N=CN2C3C(C(C(O3)CO)O)O)N. Cell line: HS 578T. Synergy scores: CSS=-2.73, Synergy_ZIP=0.569, Synergy_Bliss=-1.03, Synergy_Loewe=-1.68, Synergy_HSA=-1.53. (3) Drug 1: CS(=O)(=O)C1=CC(=C(C=C1)C(=O)NC2=CC(=C(C=C2)Cl)C3=CC=CC=N3)Cl. Drug 2: CC1=CC2C(CCC3(C2CCC3(C(=O)C)OC(=O)C)C)C4(C1=CC(=O)CC4)C. Cell line: NCI-H522. Synergy scores: CSS=12.3, Synergy_ZIP=-1.67, Synergy_Bliss=4.12, Synergy_Loewe=1.01, Synergy_HSA=3.27. (4) Drug 1: C1=CC(=CC=C1CCC2=CNC3=C2C(=O)NC(=N3)N)C(=O)NC(CCC(=O)O)C(=O)O. Drug 2: COC1=C2C(=CC3=C1OC=C3)C=CC(=O)O2. Cell line: IGROV1. Synergy scores: CSS=26.2, Synergy_ZIP=-6.16, Synergy_Bliss=1.73, Synergy_Loewe=-31.2, Synergy_HSA=1.39. (5) Drug 1: CCC1(CC2CC(C3=C(CCN(C2)C1)C4=CC=CC=C4N3)(C5=C(C=C6C(=C5)C78CCN9C7C(C=CC9)(C(C(C8N6C=O)(C(=O)OC)O)OC(=O)C)CC)OC)C(=O)OC)O.OS(=O)(=O)O. Drug 2: C1=NC2=C(N=C(N=C2N1C3C(C(C(O3)CO)O)O)F)N. Cell line: RXF 393. Synergy scores: CSS=18.0, Synergy_ZIP=-5.16, Synergy_Bliss=1.16, Synergy_Loewe=-11.1, Synergy_HSA=2.42. (6) Drug 1: CC1=C(C=C(C=C1)NC2=NC=CC(=N2)N(C)C3=CC4=NN(C(=C4C=C3)C)C)S(=O)(=O)N.Cl. Drug 2: C1=CC(=CC=C1CC(C(=O)O)N)N(CCCl)CCCl.Cl. Cell line: NCI-H226. Synergy scores: CSS=11.0, Synergy_ZIP=-4.41, Synergy_Bliss=-1.11, Synergy_Loewe=-2.83, Synergy_HSA=-0.941. (7) Drug 1: CC(C)(C#N)C1=CC(=CC(=C1)CN2C=NC=N2)C(C)(C)C#N. Drug 2: C1=NC2=C(N1)C(=S)N=CN2. Cell line: SR. Synergy scores: CSS=61.3, Synergy_ZIP=-1.42, Synergy_Bliss=-1.09, Synergy_Loewe=-1.88, Synergy_HSA=-1.34. (8) Drug 1: CS(=O)(=O)OCCCCOS(=O)(=O)C. Drug 2: COC1=C2C(=CC3=C1OC=C3)C=CC(=O)O2. Cell line: HS 578T. Synergy scores: CSS=19.0, Synergy_ZIP=-5.87, Synergy_Bliss=-7.88, Synergy_Loewe=-1.91, Synergy_HSA=-2.64. (9) Drug 2: CC(C)CN1C=NC2=C1C3=CC=CC=C3N=C2N. Cell line: EKVX. Drug 1: CC(C1=C(C=CC(=C1Cl)F)Cl)OC2=C(N=CC(=C2)C3=CN(N=C3)C4CCNCC4)N. Synergy scores: CSS=-0.197, Synergy_ZIP=-1.40, Synergy_Bliss=-4.55, Synergy_Loewe=-7.78, Synergy_HSA=-5.78.